From a dataset of Experimentally validated miRNA-target interactions with 360,000+ pairs, plus equal number of negative samples. Binary Classification. Given a miRNA mature sequence and a target amino acid sequence, predict their likelihood of interaction. (1) The miRNA is mmu-miR-1943-5p with sequence AAGGGAGGAUCUGGGCACCUGGA. The protein sequence of the target gene is MADAGEGEDEIQFLRTDDEVVLQCTATIHKEQQKLCLAAEGFGNRLCFLESTSNSKNVPPDLSICTFVLEQSLSVRALQEMLANTVEKSEGQVDVEKWKFMMKTAQGGGHRTLLYGHAILLRHSYSGMYLCCLSTSRSSTDKLAFDVGLQEDTTGEACWWTIHPASKQRSEGEKVRVGDDLILVSVSSERYLHLSYGNSSWHVDAAFQQTLWSVAPISSGSEAAQGYLIGGDVLRLLHGHMDECLTVPSGEHGEEQRRTVHYEGGAVSVHARSLWRLETLRVAWSGSHIRWGQPFRLRHV.... Result: 1 (interaction). (2) The miRNA is hsa-miR-183-5p with sequence UAUGGCACUGGUAGAAUUCACU. The protein sequence of the target gene is MAAVDSDVESLPRGGFRCCLCHVTTANRPSLDAHLGGRKHRHLVELRAARKAQGLRSVFVSGFPRDVDSAQLSEYFLAFGPVASVVMDKDKGVFAIVEMGDVGAREAVLSQSQHSLGGHRLRVRPREQKEFQSPASKSPKGAAPDSHQLAKALAEAADVGAQMIKLVGLRELSEAERQLRSLVVALMQEVFTEFFPGCVVHPFGSSINSFDVHGCDLDLFLDLGDLEEPQPVPKAPESPSLDSALASPLDPQALACTPASPPDSQPPASPQDSEALDFETPSSSLAPQTPDSALASETLA.... Result: 1 (interaction). (3) The miRNA is hsa-miR-6829-3p with sequence UGCCUCCUCCGUGGCCUCAG. The protein sequence of the target gene is MCCTEGSLRKRDSQRAPEAVLCLQLWQRTVPLDTLKGLGTCFPSGPELRGAGIAAAMERASERRTASALFAGFRALGLFSNDIPHVVRFSALKRRFYVTTCVGKSFHTYDVQKLSLVAVSNSVPQDICCMAADGRLVFAAYGNVFSAFARNKEIVHTFKGHKAEIHFLQPFGDHIISVDTDGILIIWHIYSEEEYLQLTFDKSVFKISAILHPSTYLNKILLGSEQGSLQLWNVKSNKLLYTFPGWKVGVTALQQAPAVDVVAIGLMSGQVIIHNIKFNETLMKFRQDWGPITSISFRTD.... Result: 0 (no interaction). (4) The miRNA is hsa-miR-5583-3p with sequence GAAUAUGGGUAUAUUAGUUUGG. The protein sequence of the target gene is MAPVQLDNHQLIPPGGGGGSSGGGGSSSGSASAPAPPPPAAAVAAAAAAAASPGYRLSTLIEFLLHRAYSELMVLTDLLPRKSDVERKIEIVQFASRTRQLFVRLLALVKWANDAGKVEKCAMISSFLDQQAILFVDTADRLASLARDALVHARLPSFAIPYAIDVLTTGSYPRLPTCIRDKIIPPDPITKIEKQATLHQLNQILRHRLVTTDLPPQLANLTVANGRVKFRVEGEFEATLTVMGDDPEVPWRLLKLEILVEDKETGDGRALVHSMQIDFIHQLVQSRLFADEKPLQDMYN.... Result: 0 (no interaction). (5) The miRNA is hsa-miR-519e-5p with sequence UUCUCCAAAAGGGAGCACUUUC. The protein sequence of the target gene is MALFVRLLALALALALGPAATLAGPAKSPYQLVLQHSRLRGRQHGPNVCAVQKVIGTNRKYFTNCKQWYQRKICGKSTVISYECCPGYEKVPGEKGCPAALPLSNLYETLGVVGSTTTQLYTDRTEKLRPEMEGPGSFTIFAPSNEAWASLPAEVLDSLVSNVNIELLNALRYHMVGRRVLTDELKHGMTLTSMYQNSNIQIHHYPNGIVTVNCARLLKADHHATNGVVHLIDKVISTITNNIQQIIEIEDTFETLRAAVAASGLNTMLEGNGQYTLLAPTNEAFEKIPSETLNRILGDP.... Result: 1 (interaction). (6) The miRNA is hsa-miR-4290 with sequence UGCCCUCCUUUCUUCCCUC. The protein sequence of the target gene is MEELSQALASSFSVSQDLNSTAAPHPRLSQYKSKYSSLEQSERRRRLLELQKSKRLDYVNHARRLAEDDWTGMESEEENKKDDEEMDIDTVKKLPKHYANQLMLSEWLIDVPSDLGQEWIVVVCPVGKRALIVASRGSTSAYTKSGYCVNRFSSLLPGGNRRNSTAKDYTILDCIYNEVNQTYYVLDVMCWRGHPFYDCQTDFRFYWMHSKLPEEEGLGEKTKLNPFKFVGLKNFPCTPESLCDVLSMDFPFEVDGLLFYHKQTHYSPGSTPLVGWLRPYMVSDVLGVAVPAGPLTTKPD.... Result: 0 (no interaction). (7) The miRNA is hsa-miR-6832-3p with sequence ACCCUUUUUCUCUUUCCCAG. The protein sequence of the target gene is MVVSAGPWSSEKAEMNILEINEKLRPQLAENKQQFRNLKERCFLTQLAGFLANRQKKYKYEECKDLIKFMLRNERQFKEEKLAEQLKQAEELRQYKVLVHSQERELTQLREKLREGRDASRSLNEHLQALLTPDEPDKSQGQDLQEQLAEGCRLAQQLVQKLSPENDEDEDEDVQVEEDEKVLESSAPREVQKAEESKVPEDSLEECAITCSNSHGPCDSIQPHKNIKITFEEDKVNSTVVVDRKSSHDECQDALNILPVPGPTSSATNVSMVVSAGPLSSEKAEMNILEINEKLRPQLA.... Result: 0 (no interaction). (8) The miRNA is hsa-miR-4303 with sequence UUCUGAGCUGAGGACAG. The protein sequence of the target gene is MLIKEYHILLPMSLDEYQVAQLYMIQKKSREESSGEGSGVEILANRPYTDGPGGSGQYTHKVYHVGSHIPGWFRALLPKAALQVEEESWNAYPYTRTRYTCPFVEKFSIEIETYYLPDGGQQPNVFNLSGAERRQRILDTIDIVRDAVAPGEYKAEEDPRLYHSVKTGRGPLSDDWARTAAQTGPLMCAYKLCKVEFRYWGMQAKIEQFIHDVGLRRVMLRAHRQAWCWQDEWTELSMADIRALEEETARMLAQRMAKCNTGSEGSEAQPPGKPSTEARSAASNTGTPDGPEAPPGPDAS.... Result: 0 (no interaction). (9) The miRNA is hsa-miR-4321 with sequence UUAGCGGUGGACCGCCCUGCG. The protein sequence of the target gene is MPGMVLFGRRWSLASDDLVFPGSFELFLRVLWWIVSLTLYLTHRRRLDCPGGVLLSTYLIVLLVLLAVIICTVLAIVCVSMRGTICNPGPRKSMSKLLYIRLALFLPEMVWASLGAAWVAKGIQCDRTVVIGIIATVIVSWIVIAATMVTIIFVFDPLGGKMAPYPPCIPEHLDSNSSNRLLTGLKTAAKSVWETRVQFCCCCVGQDDNTRVAFSSTADLFSTYFSDTDLVPSDIAAGFTLLHQQQDNISHSREPPEVVTHTPGQPQETELDAEVENCHHYMPFAAAAYGWPLYIYRNPF.... Result: 0 (no interaction).